Dataset: Catalyst prediction with 721,799 reactions and 888 catalyst types from USPTO. Task: Predict which catalyst facilitates the given reaction. (1) Reactant: [CH3:1][O:2][C:3]1[CH:11]=[CH:10][C:6]([C:7]([OH:9])=[O:8])=[CH:5][C:4]=1[N+:12]([O-:14])=[O:13].C(=O)([O-])[O-].[Cs+].[Cs+].[CH2:21](Br)[C:22]1[CH:27]=[CH:26][CH:25]=[CH:24][CH:23]=1.Cl. Product: [CH3:1][O:2][C:3]1[CH:11]=[CH:10][C:6]([C:7]([O:9][CH2:21][C:22]2[CH:27]=[CH:26][CH:25]=[CH:24][CH:23]=2)=[O:8])=[CH:5][C:4]=1[N+:12]([O-:14])=[O:13]. The catalyst class is: 3. (2) Reactant: C(OC(=O)[N:7]([C:16]1[S:17][C@:18]2([C:32](=[O:35])[NH:33][CH3:34])[C@H:20]([C@:21]([C:24]3[CH:29]=[CH:28][CH:27]=[C:26]([F:30])[C:25]=3[F:31])([CH3:23])[N:22]=1)[CH2:19]2)COCC[Si](C)(C)C)(C)(C)C.S(=O)(=O)(O)O.[N+:42]([O-])([O-:44])=[O:43].[Na+].O.[O-]P([O-])([O-])=O.[K+].[K+].[K+]. Product: [NH2:7][C:16]1[S:17][C@:18]2([C:32]([NH:33][CH3:34])=[O:35])[C@H:20]([C@:21]([C:24]3[CH:29]=[C:28]([N+:42]([O-:44])=[O:43])[CH:27]=[C:26]([F:30])[C:25]=3[F:31])([CH3:23])[N:22]=1)[CH2:19]2. The catalyst class is: 2. (3) Reactant: [F:1][C:2]1[N:7]=[CH:6][C:5]([CH2:8]O)=[CH:4][CH:3]=1.C(N(CC)CC)C.[CH3:17][S:18](Cl)(=[O:20])=[O:19]. Product: [F:1][C:2]1[CH:3]=[CH:4][C:5]([CH2:8][S:18]([CH3:17])(=[O:20])=[O:19])=[CH:6][N:7]=1. The catalyst class is: 34. (4) Reactant: [CH2:1]([O:3][C:4](=[O:8])[CH:5](Br)[CH3:6])[CH3:2].[N:9]1[C:18]2[C:13](=[CH:14][C:15]([OH:19])=[CH:16][CH:17]=2)[CH:12]=[CH:11][CH:10]=1.C([O-])([O-])=O.[Cs+].[Cs+]. Product: [CH2:1]([O:3][C:4](=[O:8])[CH:5]([O:19][C:15]1[CH:14]=[C:13]2[C:18](=[CH:17][CH:16]=1)[N:9]=[CH:10][CH:11]=[CH:12]2)[CH3:6])[CH3:2]. The catalyst class is: 3. (5) Reactant: [CH3:1][O:2][CH2:3][CH2:4][CH:5]([C:11](=O)[CH3:12])[C:6](OCC)=[O:7].C(=O)(O)O.[NH2:18][C:19]([NH2:21])=[NH:20]. Product: [NH2:21][C:19]1[N:20]=[C:6]([OH:7])[C:5]([CH2:4][CH2:3][O:2][CH3:1])=[C:11]([CH3:12])[N:18]=1. The catalyst class is: 8. (6) Reactant: [CH3:1][C:2]1[CH:7]=[CH:6][C:5]([C:8]2[NH:12][N:11]=[N:10][N:9]=2)=[CH:4][C:3]=1[NH:13][C:14](=[O:38])[C:15]1[CH:20]=[CH:19][C:18]([NH:21][C:22]2[N:31]=[C:30]([C:32]3[CH:37]=[CH:36][CH:35]=[CH:34][CH:33]=3)[C:29]3[C:24](=[CH:25][CH:26]=[CH:27][CH:28]=3)[N:23]=2)=[CH:17][CH:16]=1.[C:39](=O)([O-])[O-].[K+].[K+].CI. Product: [CH3:1][C:2]1[CH:7]=[CH:6][C:5]([C:8]2[N:12]=[N:11][N:10]([CH3:39])[N:9]=2)=[CH:4][C:3]=1[NH:13][C:14](=[O:38])[C:15]1[CH:20]=[CH:19][C:18]([NH:21][C:22]2[N:31]=[C:30]([C:32]3[CH:33]=[CH:34][CH:35]=[CH:36][CH:37]=3)[C:29]3[C:24](=[CH:25][CH:26]=[CH:27][CH:28]=3)[N:23]=2)=[CH:17][CH:16]=1. The catalyst class is: 9.